From a dataset of Reaction yield outcomes from USPTO patents with 853,638 reactions. Predict the reaction yield, written as a fraction of the theoretical maximum amount of product (1.0 means a 100% yield; for example, 0.34 means a 34% yield). (1) The product is [CH2:1]([O:8][C:9]1[C:16]([O:17][CH2:18][C:19]2[CH:24]=[CH:23][CH:22]=[CH:21][CH:20]=2)=[CH:15][C:12]([C:13]([OH:28])=[O:14])=[C:11]([F:25])[CH:10]=1)[C:2]1[CH:3]=[CH:4][CH:5]=[CH:6][CH:7]=1. The yield is 0.810. The reactants are [CH2:1]([O:8][C:9]1[C:16]([O:17][CH2:18][C:19]2[CH:24]=[CH:23][CH:22]=[CH:21][CH:20]=2)=[CH:15][C:12]([CH:13]=[O:14])=[C:11]([F:25])[CH:10]=1)[C:2]1[CH:7]=[CH:6][CH:5]=[CH:4][CH:3]=1.CC(C)=[O:28].OS(O)(=O)=O.O=[Cr](=O)=O.C(O)CC. The catalyst is CC(C)=O. (2) The reactants are C([S:8][C:9]1[CH:10]=[C:11]2[C:16](=[CH:17][CH:18]=1)[N:15]([C:19]1[CH:24]=[C:23]([F:25])[C:22]([Br:26])=[CH:21][C:20]=1[O:27][CH3:28])[C:14](=[O:29])[CH:13]=[CH:12]2)C1C=CC=CC=1.ClN1C(C)(C)C(=[O:38])N(Cl)C1=O.[F:41][C:42]1[C:47]([OH:48])=[C:46]([F:49])[C:45]([F:50])=[C:44]([F:51])[C:43]=1[F:52].CCN(CC)CC.[OH2:60]. The catalyst is C(#N)C.C(O)(=O)C. The product is [Br:26][C:22]1[C:23]([F:25])=[CH:24][C:19]([N:15]2[C:16]3[C:11](=[CH:10][C:9]([S:8]([O:48][C:47]4[C:42]([F:41])=[C:43]([F:52])[C:44]([F:51])=[C:45]([F:50])[C:46]=4[F:49])(=[O:38])=[O:60])=[CH:18][CH:17]=3)[CH:12]=[CH:13][C:14]2=[O:29])=[C:20]([O:27][CH3:28])[CH:21]=1. The yield is 0.600. (3) The reactants are Cl.Cl.[NH2:3][C:4]1[C:12]([NH2:13])=[CH:11][CH:10]=[CH:9][C:5]=1[C:6]([NH2:8])=[O:7].[Br:14][C:15]1[CH:22]=[CH:21][C:18]([CH:19]=O)=[CH:17][CH:16]=1. The catalyst is CO.[Pd]. The product is [Br:14][C:15]1[CH:22]=[CH:21][C:18]([C:19]2[NH:13][C:12]3[CH:11]=[CH:10][CH:9]=[C:5]([C:6]([NH2:8])=[O:7])[C:4]=3[N:3]=2)=[CH:17][CH:16]=1. The yield is 0.170. (4) The reactants are Br[C:2]1[C:11]2[O:10][CH2:9][C:8]3[CH:12]=[C:13]([OH:16])[CH:14]=[CH:15][C:7]=3[C:6]=2[CH:5]=[C:4]2[CH:17]=[CH:18][C:19]([OH:21])=[CH:20][C:3]=12.[CH2:22]([Sn]([CH2:22][CH2:23][CH2:24][CH3:25])([CH2:22][CH2:23][CH2:24][CH3:25])C1SC=CN=1)[CH2:23][CH2:24][CH3:25]. The catalyst is CN(C=O)C. The product is [CH2:22]([C:2]1[C:11]2[O:10][CH2:9][C:8]3[CH:12]=[C:13]([OH:16])[CH:14]=[CH:15][C:7]=3[C:6]=2[CH:5]=[C:4]2[CH:17]=[CH:18][C:19]([OH:21])=[CH:20][C:3]=12)[CH2:23][CH2:24][CH3:25]. The yield is 0.510. (5) The reactants are [C:1]([O:5][C:6]([N:8]1[CH2:11][C:10](=[CH:12][C:13]2[N:14]([CH3:29])[C:15]3[C:20]([N:21]=2)=[C:19]([N:22]2[CH2:27][CH2:26][O:25][CH2:24][CH2:23]2)[N:18]=[C:17](Cl)[N:16]=3)[CH2:9]1)=[O:7])([CH3:4])([CH3:3])[CH3:2].[CH3:30][C:31]1[NH:32][C:33]2[CH:39]=[CH:38][CH:37]=[CH:36][C:34]=2[N:35]=1.CC(C1C=C(C(C)C)C(C2C=CC=CC=2P(C2CCCCC2)C2CCCCC2)=C(C(C)C)C=1)C.C([O-])([O-])=O.[Cs+].[Cs+]. The catalyst is C1(C)C=CC=CC=1.C1C=CC(/C=C/C(/C=C/C2C=CC=CC=2)=O)=CC=1.C1C=CC(/C=C/C(/C=C/C2C=CC=CC=2)=O)=CC=1.C1C=CC(/C=C/C(/C=C/C2C=CC=CC=2)=O)=CC=1.[Pd].[Pd]. The product is [C:1]([O:5][C:6]([N:8]1[CH2:11][C:10](=[CH:12][C:13]2[N:14]([CH3:29])[C:15]3[C:20]([N:21]=2)=[C:19]([N:22]2[CH2:27][CH2:26][O:25][CH2:24][CH2:23]2)[N:18]=[C:17]([N:32]2[C:33]4[CH:39]=[CH:38][CH:37]=[CH:36][C:34]=4[N:35]=[C:31]2[CH3:30])[N:16]=3)[CH2:9]1)=[O:7])([CH3:4])([CH3:3])[CH3:2]. The yield is 0.640.